This data is from Full USPTO retrosynthesis dataset with 1.9M reactions from patents (1976-2016). The task is: Predict the reactants needed to synthesize the given product. The reactants are: [C:1]([Si:8]([CH3:16])([CH3:15])[O:9][Si:10]([CH3:14])([CH3:13])[CH:11]=[CH2:12])#[C:2][CH2:3][CH2:4][CH2:5][CH2:6][CH3:7].C=C[C:19]1[CH:24]=[CH:23][CH:22]=[CH:21][CH:20]=1. Given the product [C:1]([Si:8]([CH3:15])([CH3:16])[O:9][Si:10]([CH3:13])([CH3:14])/[CH:11]=[CH:12]/[C:19]1[CH:24]=[CH:23][CH:22]=[CH:21][CH:20]=1)#[C:2][CH2:3][CH2:4][CH2:5][CH2:6][CH3:7], predict the reactants needed to synthesize it.